From a dataset of Reaction yield outcomes from USPTO patents with 853,638 reactions. Predict the reaction yield, written as a fraction of the theoretical maximum amount of product (1.0 means a 100% yield; for example, 0.34 means a 34% yield). (1) The reactants are [Cl:1][C:2]1[N:11]=[C:10](Cl)[C:9]2[CH2:8][CH2:7][CH2:6][CH:5]([C:13]3[CH:18]=[CH:17][C:16]([F:19])=[CH:15][CH:14]=3)[C:4]=2[N:3]=1.[CH3:20][NH:21][CH3:22]. The catalyst is CO. The product is [Cl:1][C:2]1[N:11]=[C:10]([N:21]([CH3:22])[CH3:20])[C:9]2[CH2:8][CH2:7][CH2:6][CH:5]([C:13]3[CH:18]=[CH:17][C:16]([F:19])=[CH:15][CH:14]=3)[C:4]=2[N:3]=1. The yield is 1.00. (2) The product is [C:32]([O:35][C:36]([N:1]([C:2]1[CH:3]=[N:4][CH:5]=[CH:6][C:7]=1[N:8]1[CH2:13][C@H:12]([CH3:14])[C@@H:11]([O:15][Si:16]([C:19]([CH3:22])([CH3:21])[CH3:20])([CH3:18])[CH3:17])[C@H:10]([NH:23][C:24]([O:25][C:26]([CH3:29])([CH3:28])[CH3:27])=[O:30])[CH2:9]1)[C:24](=[O:30])[O:25][C:26]([CH3:29])([CH3:28])[CH3:27])=[O:37])([CH3:34])([CH3:33])[CH3:31]. The yield is 0.570. The catalyst is C(Cl)Cl.CN(C1C=CN=CC=1)C.CCOC(C)=O.O. The reactants are [NH2:1][C:2]1[CH:3]=[N:4][CH:5]=[CH:6][C:7]=1[N:8]1[CH2:13][C@H:12]([CH3:14])[C@@H:11]([O:15][Si:16]([C:19]([CH3:22])([CH3:21])[CH3:20])([CH3:18])[CH3:17])[C@H:10]([NH:23][C:24](=[O:30])[O:25][C:26]([CH3:29])([CH3:28])[CH3:27])[CH2:9]1.[CH3:31][C:32]([O:35][C:36](O[C:36]([O:35][C:32]([CH3:34])([CH3:33])[CH3:31])=[O:37])=[O:37])([CH3:34])[CH3:33]. (3) The reactants are [N+:1]([C:4]1[CH:5]=[C:6]([N:19]2[CH2:24][CH2:23][NH:22][CH2:21][CH2:20]2)[CH:7]=[CH:8][C:9]=1[S:10]([C:13]1[CH:18]=[CH:17][CH:16]=[CH:15][CH:14]=1)(=[O:12])=[O:11])([O-:3])=[O:2].[OH-].[Na+].[C:27](O[C:27]([O:29][C:30]([CH3:33])([CH3:32])[CH3:31])=[O:28])([O:29][C:30]([CH3:33])([CH3:32])[CH3:31])=[O:28].Cl. The product is [N+:1]([C:4]1[CH:5]=[C:6]([N:19]2[CH2:24][CH2:23][N:22]([C:27]([O:29][C:30]([CH3:33])([CH3:32])[CH3:31])=[O:28])[CH2:21][CH2:20]2)[CH:7]=[CH:8][C:9]=1[S:10]([C:13]1[CH:14]=[CH:15][CH:16]=[CH:17][CH:18]=1)(=[O:12])=[O:11])([O-:3])=[O:2]. The catalyst is C1COCC1.O.CCOC(C)=O. The yield is 0.870. (4) The reactants are [C:1]([C:4]1[CH:9]=[CH:8][CH:7]=[C:6]([C:10](=O)[CH3:11])[N:5]=1)(=O)[CH3:2].[OH-].[K+]. The catalyst is C(O)COCCO.O.NN. The product is [CH2:1]([C:4]1[CH:9]=[CH:8][CH:7]=[C:6]([CH2:10][CH3:11])[N:5]=1)[CH3:2]. The yield is 0.930.